This data is from Reaction yield outcomes from USPTO patents with 853,638 reactions. The task is: Predict the reaction yield, written as a fraction of the theoretical maximum amount of product (1.0 means a 100% yield; for example, 0.34 means a 34% yield). (1) The reactants are [F:1][C:2]1[C:3]([NH2:17])=[N:4][C:5]([O:8][CH2:9][C:10]2[CH:15]=[CH:14][C:13]([F:16])=[CH:12][CH:11]=2)=[N:6][CH:7]=1. The catalyst is C(Cl)(Cl)Cl. The product is [F:1][C:2]1[C:3]([NH:17][CH:5]=[N:4][C:3]#[N:17])=[N:4][C:5]([O:8][CH2:9][C:10]2[CH:11]=[CH:12][C:13]([F:16])=[CH:14][CH:15]=2)=[N:6][CH:7]=1. The yield is 0.170. (2) The reactants are [C:1]1([C:10]2[CH:15]=[CH:14][CH:13]=[CH:12][CH:11]=2)[CH:6]=[CH:5][C:4]([C:7](O)=[O:8])=[CH:3][CH:2]=1.C(Cl)(=O)C([Cl:19])=O. The catalyst is C(Cl)Cl.CN(C=O)C. The product is [C:1]1([C:10]2[CH:15]=[CH:14][CH:13]=[CH:12][CH:11]=2)[CH:6]=[CH:5][C:4]([C:7]([Cl:19])=[O:8])=[CH:3][CH:2]=1. The yield is 0.460. (3) The reactants are [CH3:1][O:2][C:3]1[CH:8]=[CH:7][C:6]([OH:9])=[CH:5][CH:4]=1.C(=O)([O-])[O-].[K+].[K+].C(#N)C.[CH2:19]([CH:21]([CH2:24][CH2:25][CH2:26][CH3:27])[CH2:22]Br)[CH3:20]. The catalyst is O. The product is [CH3:1][O:2][C:3]1[CH:8]=[CH:7][C:6]([O:9][CH2:22][CH:21]([CH2:19][CH3:20])[CH2:24][CH2:25][CH2:26][CH3:27])=[CH:5][CH:4]=1. The yield is 0.800. (4) The reactants are F[C:2]1[N:7]=[C:6]([C:8]2[C:16]3[C:11](=[CH:12][N:13]=[C:14]([C:17]4[CH:18]=[N:19][CH:20]=[CH:21][CH:22]=4)[CH:15]=3)[N:10](COCC[Si](C)(C)C)[N:9]=2)[CH:5]=[CH:4][CH:3]=1.[CH2:31]([NH2:36])[CH2:32][CH2:33][CH2:34][NH2:35]. No catalyst specified. The product is [N:19]1[CH:20]=[CH:21][CH:22]=[C:17]([C:14]2[CH:15]=[C:16]3[C:8]([C:6]4[N:7]=[C:2]([NH:35][CH2:34][CH2:33][CH2:32][CH2:31][NH2:36])[CH:3]=[CH:4][CH:5]=4)=[N:9][NH:10][C:11]3=[CH:12][N:13]=2)[CH:18]=1. The yield is 0.280. (5) The reactants are [Cl:1][C:2]1[CH:10]=[CH:9][CH:8]=[C:7]2[C:3]=1[C:4](=[O:12])[C:5](=[O:11])[NH:6]2.[H-].[Na+].Br[CH:16]([C:23]1[CH:28]=[CH:27][CH:26]=[CH:25][CH:24]=1)[C:17]1[CH:22]=[CH:21][CH:20]=[CH:19][CH:18]=1. The catalyst is CN(C)C=O.C(OCC)(=O)C. The product is [Cl:1][C:2]1[CH:10]=[CH:9][CH:8]=[C:7]2[C:3]=1[C:4](=[O:12])[C:5](=[O:11])[N:6]2[CH:16]([C:17]1[CH:22]=[CH:21][CH:20]=[CH:19][CH:18]=1)[C:23]1[CH:28]=[CH:27][CH:26]=[CH:25][CH:24]=1. The yield is 0.810. (6) The reactants are Cl[C:2]1[C:7]([N+:8]([O-])=O)=[CH:6][CH:5]=[C:4]([CH3:11])[N:3]=1.[CH3:12][O:13][C:14](=[O:28])[CH2:15][CH2:16][CH2:17][CH2:18][C:19](=O)[NH:20][C:21]1[CH:26]=[CH:25][CH:24]=[CH:23][CH:22]=1. No catalyst specified. The product is [CH3:12][O:13][C:14](=[O:28])[CH2:15][CH2:16][CH2:17][CH2:18][C:19]1[N:20]([C:21]2[CH:26]=[CH:25][CH:24]=[CH:23][CH:22]=2)[C:2]2=[N:3][C:4]([CH3:11])=[CH:5][CH:6]=[C:7]2[N:8]=1. The yield is 0.380. (7) The reactants are [F:1][C:2]([F:17])([F:16])[C:3]1[CH:4]=[C:5](B(O)O)[CH:6]=[C:7]([C:9]([F:12])([F:11])[F:10])[CH:8]=1.Br[C:19]1[N:24]=[C:23]([CH:25]=[O:26])[CH:22]=[CH:21][CH:20]=1.C([O-])([O-])=O.[K+].[K+].ClCCl. The catalyst is COCCOC.O.C1C=CC(P(C2C=CC=CC=2)[C-]2C=CC=C2)=CC=1.C1C=CC(P(C2C=CC=CC=2)[C-]2C=CC=C2)=CC=1.Cl[Pd]Cl.[Fe+2].C(OCC)(=O)C.CCCCCC. The product is [F:1][C:2]([F:17])([F:16])[C:3]1[CH:4]=[C:5]([C:19]2[N:24]=[C:23]([CH:25]=[O:26])[CH:22]=[CH:21][CH:20]=2)[CH:6]=[C:7]([C:9]([F:12])([F:11])[F:10])[CH:8]=1. The yield is 0.484.